From a dataset of Catalyst prediction with 721,799 reactions and 888 catalyst types from USPTO. Predict which catalyst facilitates the given reaction. (1) Reactant: [CH:1]([N:4]1[C:9](=[O:10])[CH:8]=[CH:7][C:6]([C:11]2[C:12]([C:20]3[CH:25]=[CH:24][CH:23]=[CH:22][CH:21]=3)=[N:13][CH:14]=[C:15]([CH:19]=2)[C:16]([OH:18])=[O:17])=[N:5]1)([CH3:3])[CH3:2].OS(O)(=O)=O.[C:31]([O-])(O)=O.[Na+]. Product: [CH:1]([N:4]1[C:9](=[O:10])[CH:8]=[CH:7][C:6]([C:11]2[C:12]([C:20]3[CH:21]=[CH:22][CH:23]=[CH:24][CH:25]=3)=[N:13][CH:14]=[C:15]([CH:19]=2)[C:16]([O:18][CH3:31])=[O:17])=[N:5]1)([CH3:3])[CH3:2]. The catalyst class is: 5. (2) Reactant: Cl[C:2]1[N:7]=[C:6]([C:8]2[CH:13]=[CH:12][CH:11]=[CH:10][CH:9]=2)[N:5]=[C:4]([C:14]([NH:16][C:17]2[CH:22]=[CH:21][CH:20]=[CH:19][C:18]=2[C:23]2[S:24][C:25]([CH2:28][CH2:29][CH3:30])=[N:26][N:27]=2)=[O:15])[CH:3]=1.C1COCC1.[CH2:36]([NH:38][CH2:39][CH2:40][N:41]([CH3:43])[CH3:42])[CH3:37]. Product: [CH3:42][N:41]([CH3:43])[CH2:40][CH2:39][N:38]([CH2:36][CH3:37])[C:2]1[N:7]=[C:6]([C:8]2[CH:13]=[CH:12][CH:11]=[CH:10][CH:9]=2)[N:5]=[C:4]([C:14]([NH:16][C:17]2[CH:22]=[CH:21][CH:20]=[CH:19][C:18]=2[C:23]2[S:24][C:25]([CH2:28][CH2:29][CH3:30])=[N:26][N:27]=2)=[O:15])[CH:3]=1. The catalyst class is: 6. (3) Reactant: [Cl:1][C:2]1[CH:3]=[C:4]([NH:17][C:18]2[C:27]3[C:22](=[CH:23][CH:24]=[C:25]([C:28](=O)[C:29]#[C:30][CH3:31])[CH:26]=3)[N:21]=[CH:20][N:19]=2)[CH:5]=[CH:6][C:7]=1[O:8][CH2:9][C:10]1[CH:15]=[CH:14][CH:13]=[C:12]([F:16])[CH:11]=1.[O:33]([CH2:35][C@H:36]1[O:41][CH2:40][CH2:39][N:38](C([O-])=O)[CH2:37]1)[NH2:34].CS(O)(=O)=O. Product: [Cl:1][C:2]1[CH:3]=[C:4]([NH:17][C:18]2[C:27]3[C:22](=[CH:23][CH:24]=[C:25]([C:28](=[N:34][O:33][CH2:35][C@H:36]4[O:41][CH2:40][CH2:39][NH:38][CH2:37]4)[C:29]#[C:30][CH3:31])[CH:26]=3)[N:21]=[CH:20][N:19]=2)[CH:5]=[CH:6][C:7]=1[O:8][CH2:9][C:10]1[CH:15]=[CH:14][CH:13]=[C:12]([F:16])[CH:11]=1. The catalyst class is: 12. (4) Reactant: [Cl:1][C:2]1[CH:3]=[C:4]([CH:6]=[C:7]([Cl:10])[C:8]=1[F:9])[NH2:5].[Cl:11][S:12]([C:15]1[CH:16]=[C:17]([C:21](Cl)=[O:22])[N:18]([CH3:20])[CH:19]=1)(=[O:14])=[O:13]. Product: [Cl:1][C:2]1[CH:3]=[C:4]([NH:5][C:21]([C:17]2[N:18]([CH3:20])[CH:19]=[C:15]([S:12]([Cl:11])(=[O:14])=[O:13])[CH:16]=2)=[O:22])[CH:6]=[C:7]([Cl:10])[C:8]=1[F:9]. The catalyst class is: 11.